This data is from Reaction yield outcomes from USPTO patents with 853,638 reactions. The task is: Predict the reaction yield, written as a fraction of the theoretical maximum amount of product (1.0 means a 100% yield; for example, 0.34 means a 34% yield). (1) The product is [Br:1][C:2]1[CH:3]=[CH:4][C:5]([C:8]([N:19]([CH3:20])[CH3:18])=[O:10])=[N:6][CH:7]=1. The reactants are [Br:1][C:2]1[CH:3]=[CH:4][C:5]([C:8]([OH:10])=O)=[N:6][CH:7]=1.C(Cl)(=O)C(Cl)=O.Cl.[CH3:18][NH:19][CH3:20].C(N(CC)CC)C. The yield is 1.00. The catalyst is C(Cl)Cl.CN(C)C=O. (2) The reactants are [F:1][C:2]1[CH:7]=[CH:6][C:5]([CH:8]2[C:16]3[C:11](=[CH:12][C:13]([CH2:17][OH:18])=[CH:14][CH:15]=3)[CH2:10][O:9]2)=[CH:4][CH:3]=1.C(=O)([O-])O.[Na+].Cl[O-].[Na+].O. The yield is 0.842. The catalyst is C(OCC)(=O)C.[Br-].C([N+](CCCC)(CCCC)CCCC)CCC. The product is [F:1][C:2]1[CH:7]=[CH:6][C:5]([CH:8]2[C:16]3[C:11](=[CH:12][C:13]([CH:17]=[O:18])=[CH:14][CH:15]=3)[CH2:10][O:9]2)=[CH:4][CH:3]=1. (3) The reactants are Br[C:2]1[C:7]([CH3:8])=[CH:6][CH:5]=[CH:4][N:3]=1.[NH2:9][C@@H:10]1[CH2:15][CH2:14][CH2:13][N:12]([C:16]([O:18][C:19]([CH3:22])([CH3:21])[CH3:20])=[O:17])[CH2:11]1.C([O-])([O-])=O.[Cs+].[Cs+].O. The catalyst is C1(C)C=CC=CC=1.C12(PC34CC(CC3)CC4)CC(CC1)CC2.CN(CC1[C-]([Pd]Cl)C=CC=1)C.[CH-]1C=CC=C1.[Fe+2].CC([O-])=O.CC([O-])=O.[Pd+2]. The product is [CH3:8][C:7]1[C:2]([NH:9][C@@H:10]2[CH2:15][CH2:14][CH2:13][N:12]([C:16]([O:18][C:19]([CH3:22])([CH3:21])[CH3:20])=[O:17])[CH2:11]2)=[N:3][CH:4]=[CH:5][CH:6]=1. The yield is 0.600. (4) The reactants are Cl[C:2]1[CH:7]=[C:6]([Cl:8])[CH:5]=[CH:4][C:3]=1[N+:9]([O-:11])=[O:10].[OH-:12].[Na+].Cl. The catalyst is CS(C)=O.O. The product is [Cl:8][C:6]1[CH:5]=[CH:4][C:3]([N+:9]([O-:11])=[O:10])=[C:2]([OH:12])[CH:7]=1. The yield is 0.880. (5) The reactants are [OH:1][C:2]1[C:7]([C:8](O)=[O:9])=[CH:6][CH:5]=[C:4]([CH3:11])[N:3]=1.[H-].[H-].[H-].[H-].[Li+].[Al+3].O.[OH-].[Na+]. The catalyst is C1COCC1. The product is [OH:9][CH2:8][C:7]1[C:2](=[O:1])[NH:3][C:4]([CH3:11])=[CH:5][CH:6]=1. The yield is 1.00. (6) The reactants are [C:1]([C:5]1[CH:6]=[C:7]2[C:12](=[C:13]([F:15])[CH:14]=1)[C:11](=[O:16])[N:10]([C:17]1[N:24]=[CH:23][CH:22]=[C:21]([C:25]3[CH:30]=[C:29]([NH:31][C:32]4[CH:37]=[CH:36][C:35]([N:38]5[CH2:43][CH2:42][N:41]([CH:44]6[CH2:47][O:46][CH2:45]6)[CH2:40][C@H:39]5[CH3:48])=[CH:34][N:33]=4)[C:28](=[O:49])[N:27]([CH3:50])[CH:26]=3)[C:18]=1[CH:19]=[O:20])[N:9]=[CH:8]2)([CH3:4])([CH3:3])[CH3:2].[BH4-].[Na+]. The catalyst is CO. The product is [C:1]([C:5]1[CH:6]=[C:7]2[C:12](=[C:13]([F:15])[CH:14]=1)[C:11](=[O:16])[N:10]([C:17]1[C:18]([CH2:19][OH:20])=[C:21]([C:25]3[CH:30]=[C:29]([NH:31][C:32]4[CH:37]=[CH:36][C:35]([N:38]5[CH2:43][CH2:42][N:41]([CH:44]6[CH2:47][O:46][CH2:45]6)[CH2:40][C@H:39]5[CH3:48])=[CH:34][N:33]=4)[C:28](=[O:49])[N:27]([CH3:50])[CH:26]=3)[CH:22]=[CH:23][N:24]=1)[N:9]=[CH:8]2)([CH3:3])([CH3:2])[CH3:4]. The yield is 0.0800.